This data is from Reaction yield outcomes from USPTO patents with 853,638 reactions. The task is: Predict the reaction yield, written as a fraction of the theoretical maximum amount of product (1.0 means a 100% yield; for example, 0.34 means a 34% yield). (1) The reactants are [CH3:1][C:2]1[N:7]=[C:6]2[S:8][C:9]3[CH2:13][CH2:12][CH2:11][C:10]=3[C:5]2=[C:4]([C:14]2[CH:19]=[CH:18][CH:17]=[CH:16][CH:15]=2)[C:3]=1[CH2:20][C:21]([O:23]C)=[O:22].[O-2].[Li+].[Li+].Cl. The catalyst is O1CCOCC1.O. The product is [CH3:1][C:2]1[N:7]=[C:6]2[S:8][C:9]3[CH2:13][CH2:12][CH2:11][C:10]=3[C:5]2=[C:4]([C:14]2[CH:15]=[CH:16][CH:17]=[CH:18][CH:19]=2)[C:3]=1[CH2:20][C:21]([OH:23])=[O:22]. The yield is 0.540. (2) The reactants are [CH2:1]([N:8]([CH2:18][C:19]1[CH:24]=[CH:23][CH:22]=[CH:21][CH:20]=1)[C:9]1[CH:14]=[C:13]([CH3:15])[C:12](I)=[CH:11][C:10]=1[CH3:17])[C:2]1[CH:7]=[CH:6][CH:5]=[CH:4][CH:3]=1.C([Li])CCC.CN(C)[CH:32]=[O:33].[ClH:35]. The catalyst is C1(C)C=CC=CC=1. The product is [ClH:35].[CH2:1]([N:8]([CH2:18][C:19]1[CH:24]=[CH:23][CH:22]=[CH:21][CH:20]=1)[C:9]1[C:10]([CH3:17])=[CH:11][C:12]([CH:32]=[O:33])=[C:13]([CH3:15])[CH:14]=1)[C:2]1[CH:7]=[CH:6][CH:5]=[CH:4][CH:3]=1. The yield is 0.900. (3) The reactants are [OH:1][C:2]1[CH:11]=[CH:10][C:5]([C:6]([O:8][CH3:9])=[O:7])=[CH:4][CH:3]=1.C(=O)([O-])[O-].[K+].[K+].Cl[CH2:19][C:20]([N:22]([CH3:24])[CH3:23])=[O:21]. The catalyst is CN(C=O)C. The product is [CH3:23][N:22]([CH3:24])[C:20](=[O:21])[CH2:19][O:1][C:2]1[CH:3]=[CH:4][C:5]([C:6]([O:8][CH3:9])=[O:7])=[CH:10][CH:11]=1. The yield is 0.680. (4) The reactants are [C:1]1([CH:7]2[CH2:12][CH2:11][C:10](=O)[CH2:9][CH2:8]2)[CH:6]=[CH:5][CH:4]=[CH:3][CH:2]=1.[Cl-].[CH3:15][NH3+:16].[C-:17]#[N:18].[K+]. The catalyst is C(O)C.O. The product is [CH3:15][NH:16][C:10]1([C:17]#[N:18])[CH2:11][CH2:12][CH:7]([C:1]2[CH:6]=[CH:5][CH:4]=[CH:3][CH:2]=2)[CH2:8][CH2:9]1. The yield is 0.972.